Predict the reactants needed to synthesize the given product. From a dataset of Full USPTO retrosynthesis dataset with 1.9M reactions from patents (1976-2016). (1) Given the product [CH3:1][O:2][C:3](=[O:19])[C:4]([C@H:7]1[CH2:8][C@H:9]([OH:11])[CH2:10]1)([CH3:6])[CH3:5], predict the reactants needed to synthesize it. The reactants are: [CH3:1][O:2][C:3](=[O:19])[C:4]([C@H:7]1[CH2:10][C@H:9]([O:11]CC2C=CC=CC=2)[CH2:8]1)([CH3:6])[CH3:5]. (2) Given the product [NH2:1][CH2:4][C:5]([C:7]1[CH:12]=[CH:11][C:10]([Br:13])=[CH:9][CH:8]=1)=[O:6], predict the reactants needed to synthesize it. The reactants are: [N:1]([CH2:4][C:5]([C:7]1[CH:12]=[CH:11][C:10]([Br:13])=[CH:9][CH:8]=1)=[O:6])=[N+]=[N-]. (3) Given the product [C:17]([C:21]1[O:25][N:24]=[C:23]([NH:26][C:27]([NH:28][C:29]2[CH:37]=[CH:36][C:32]([C:33]3[O:1][N:2]=[C:3]([C:5]4[C:14]5[C:9](=[CH:10][CH:11]=[CH:12][CH:13]=5)[C:8]([O:15][CH3:16])=[CH:7][CH:6]=4)[N:4]=3)=[CH:31][CH:30]=2)=[O:38])[CH:22]=1)([CH3:20])([CH3:19])[CH3:18], predict the reactants needed to synthesize it. The reactants are: [OH:1][NH:2][C:3]([C:5]1[C:14]2[C:9](=[CH:10][CH:11]=[CH:12][CH:13]=2)[C:8]([O:15][CH3:16])=[CH:7][CH:6]=1)=[NH:4].[C:17]([C:21]1[O:25][N:24]=[C:23]([NH:26][C:27](=[O:38])[NH:28][C:29]2[CH:37]=[CH:36][C:32]([C:33](O)=O)=[CH:31][CH:30]=2)[CH:22]=1)([CH3:20])([CH3:19])[CH3:18]. (4) Given the product [S:24]1[CH:25]=[CH:26][CH:27]=[C:23]1[CH:17]([C:18]1[S:19][CH:20]=[CH:21][CH:22]=1)[C:14]1[S:13][C:12]([C:10]([NH:9][C@@H:5]([CH2:4][CH2:3][CH2:2][NH:1][C:39](=[NH:42])[CH3:40])[C:6]([OH:8])=[O:7])=[O:11])=[CH:16][CH:15]=1.[C:28]([OH:34])([C:30]([F:33])([F:32])[F:31])=[O:29], predict the reactants needed to synthesize it. The reactants are: [NH2:1][CH2:2][CH2:3][CH2:4][C@H:5]([NH:9][C:10]([C:12]1[S:13][C:14]([CH:17]([C:23]2[S:24][CH:25]=[CH:26][CH:27]=2)[C:18]2[S:19][CH:20]=[CH:21][CH:22]=2)=[CH:15][CH:16]=1)=[O:11])[C:6]([OH:8])=[O:7].[C:28]([OH:34])([C:30]([F:33])([F:32])[F:31])=[O:29].C(O)C.Cl.[C:39](=[NH:42])(O)[CH3:40]. (5) Given the product [CH:1]([NH:4][CH2:6][C:7]([CH3:9])([CH3:8])[OH:5])([CH3:3])[CH3:2], predict the reactants needed to synthesize it. The reactants are: [CH:1]([NH2:4])([CH3:3])[CH3:2].[O:5]1[C:7]([CH3:9])([CH3:8])[CH2:6]1. (6) Given the product [C:7]([NH:17][CH2:18][CH2:19][CH2:20][CH2:21][C:22]1[CH:27]=[CH:26][C:25]([O:28][CH2:3][CH:2]=[CH2:1])=[CH:24][CH:23]=1)([O:9][CH2:10][C:11]1[CH:12]=[CH:13][CH:14]=[CH:15][CH:16]=1)=[O:8], predict the reactants needed to synthesize it. The reactants are: [CH3:1][C:2](C)([O-])[CH3:3].[K+].[C:7]([NH:17][CH2:18][CH2:19][CH2:20][CH2:21][C:22]1[CH:27]=[CH:26][C:25]([OH:28])=[CH:24][CH:23]=1)([O:9][CH2:10][C:11]1[CH:16]=[CH:15][CH:14]=[CH:13][CH:12]=1)=[O:8].C(Br)C=C. (7) Given the product [Br:11][C:12]1[CH:17]=[C:16]([CH3:18])[C:15]([S:19][C:24]2[C:25]([N+:29]([O-:31])=[O:30])=[C:26]([CH3:28])[N:27]=[C:22]([Cl:21])[N:23]=2)=[C:14]([CH3:20])[CH:13]=1, predict the reactants needed to synthesize it. The reactants are: [Li+].C[Si]([N-][Si](C)(C)C)(C)C.[Br:11][C:12]1[CH:17]=[C:16]([CH3:18])[C:15]([SH:19])=[C:14]([CH3:20])[CH:13]=1.[Cl:21][C:22]1[N:27]=[C:26]([CH3:28])[C:25]([N+:29]([O-:31])=[O:30])=[C:24](Cl)[N:23]=1. (8) The reactants are: [C:1]1([CH2:7][CH2:8][CH2:9][CH:10]([NH:20][C:21]([CH:23]2[CH2:28][CH2:27][CH2:26][N:25]([C:29]([CH:31]3[CH2:36][CH2:35][CH2:34][NH:33][CH2:32]3)=[O:30])[CH2:24]2)=[O:22])[CH2:11][CH2:12][CH2:13][C:14]2[CH:19]=[CH:18][CH:17]=[CH:16][CH:15]=2)[CH:6]=[CH:5][CH:4]=[CH:3][CH:2]=1.[O:37]1[CH2:39][C@@H:38]1[CH2:40][O:41][C:42]1[CH:51]=[CH:50][CH:49]=[C:48]2[C:43]=1[CH:44]=[CH:45][CH:46]=[N:47]2. Given the product [C:1]1([CH2:7][CH2:8][CH2:9][CH:10]([NH:20][C:21]([CH:23]2[CH2:28][CH2:27][CH2:26][N:25]([C:29]([CH:31]3[CH2:36][CH2:35][CH2:34][N:33]([CH2:39][C@@H:38]([OH:37])[CH2:40][O:41][C:42]4[CH:51]=[CH:50][CH:49]=[C:48]5[C:43]=4[CH:44]=[CH:45][CH:46]=[N:47]5)[CH2:32]3)=[O:30])[CH2:24]2)=[O:22])[CH2:11][CH2:12][CH2:13][C:14]2[CH:15]=[CH:16][CH:17]=[CH:18][CH:19]=2)[CH:2]=[CH:3][CH:4]=[CH:5][CH:6]=1, predict the reactants needed to synthesize it. (9) Given the product [CH:25]([C:27]1[N:16]2[C:11]([C:12](=[O:23])[NH:13][C:14]([C:17]3[CH:18]=[N:19][CH:20]=[CH:21][CH:22]=3)=[N:15]2)=[C:9]([CH3:10])[N:8]=1)([CH3:26])[CH3:24], predict the reactants needed to synthesize it. The reactants are: C(N(CC)CC)C.[NH2:8][CH:9]([C:11]1[C:12](=[O:23])[NH:13][C:14]([C:17]2[CH:18]=[N:19][CH:20]=[CH:21][CH:22]=2)=[N:15][N:16]=1)[CH3:10].[C:24](Cl)(=O)[CH:25]([CH3:27])[CH3:26].P(Cl)(Cl)(Cl)=O.C(=O)([O-])O.[Na+].[OH-].[Na+].